From a dataset of Forward reaction prediction with 1.9M reactions from USPTO patents (1976-2016). Predict the product of the given reaction. (1) The product is: [NH2:8][C:9]1([C:12]([NH:14][CH2:15][C:16]2[CH:21]=[CH:20][C:19]([C:22]3[C:23]([C:28]([O:30][CH3:31])=[O:29])=[CH:24][CH:25]=[CH:26][CH:27]=3)=[CH:18][CH:17]=2)=[O:13])[CH2:11][CH2:10]1. Given the reactants C(OC([NH:8][C:9]1([C:12]([NH:14][CH2:15][C:16]2[CH:21]=[CH:20][C:19]([C:22]3[C:23]([C:28]([O:30][CH3:31])=[O:29])=[CH:24][CH:25]=[CH:26][CH:27]=3)=[CH:18][CH:17]=2)=[O:13])[CH2:11][CH2:10]1)=O)(C)(C)C.Cl, predict the reaction product. (2) The product is: [CH3:39][O:40][C:41]1[CH:46]=[CH:45][CH:44]=[CH:43][C:42]=1[C:2]1[C:10]2[C:9]([NH:11][C@H:12]([C:14]3[N:19]([C:20]4[CH:25]=[CH:24][CH:23]=[CH:22][CH:21]=4)[C:18](=[O:26])[C:17]4=[C:27]([CH3:30])[CH:28]=[CH:29][N:16]4[N:15]=3)[CH3:13])=[N:8][CH:7]=[N:6][C:5]=2[N:4]([CH2:31][O:32][CH2:33][CH2:34][Si:35]([CH3:38])([CH3:37])[CH3:36])[CH:3]=1. Given the reactants Br[C:2]1[C:10]2[C:9]([NH:11][C@H:12]([C:14]3[N:19]([C:20]4[CH:25]=[CH:24][CH:23]=[CH:22][CH:21]=4)[C:18](=[O:26])[C:17]4=[C:27]([CH3:30])[CH:28]=[CH:29][N:16]4[N:15]=3)[CH3:13])=[N:8][CH:7]=[N:6][C:5]=2[N:4]([CH2:31][O:32][CH2:33][CH2:34][Si:35]([CH3:38])([CH3:37])[CH3:36])[CH:3]=1.[CH3:39][O:40][C:41]1[CH:46]=[CH:45][CH:44]=[CH:43][C:42]=1B(O)O.C(=O)([O-])[O-].[Na+].[Na+], predict the reaction product.